This data is from Reaction yield outcomes from USPTO patents with 853,638 reactions. The task is: Predict the reaction yield, written as a fraction of the theoretical maximum amount of product (1.0 means a 100% yield; for example, 0.34 means a 34% yield). (1) The product is [CH3:25][CH:24]([C@H:26]1[CH2:31][N:30]([C:7]2[CH:6]=[CH:5][C:4]([N+:10]([O-:12])=[O:11])=[C:3]([O:2][CH3:1])[CH:8]=2)[CH2:29][CH2:28][N:27]1[C:32]([O:34][C:35]([CH3:37])([CH3:36])[CH3:38])=[O:33])[CH3:23]. The catalyst is C1COCC1.CCOC(C)=O.O. The yield is 0.600. The reactants are [CH3:1][O:2][C:3]1[CH:8]=[C:7](F)[CH:6]=[CH:5][C:4]=1[N+:10]([O-:12])=[O:11].C([O-])([O-])=O.[K+].[K+].CS(C)=O.[CH3:23][CH:24]([C@H:26]1[CH2:31][NH:30][CH2:29][CH2:28][N:27]1[C:32]([O:34][C:35]([CH3:38])([CH3:37])[CH3:36])=[O:33])[CH3:25]. (2) The reactants are [OH-:1].[Na+].[OH:3][C:4]1[CH:11]=[CH:10][C:9]([O:12][C:13]([F:16])([F:15])[F:14])=[CH:8][C:5]=1[CH:6]=[O:7]. The catalyst is O.[N+]([O-])([O-])=O.[Ag+]. The product is [OH:3][C:4]1[CH:11]=[CH:10][C:9]([O:12][C:13]([F:14])([F:15])[F:16])=[CH:8][C:5]=1[C:6]([OH:1])=[O:7]. The yield is 0.910.